Dataset: Forward reaction prediction with 1.9M reactions from USPTO patents (1976-2016). Task: Predict the product of the given reaction. (1) Given the reactants [Br:1][C:2]1[CH:15]=[C:14]([F:16])[CH:13]=[CH:12][C:3]=1[CH2:4][CH2:5][NH:6][C:7](=[O:11])[O:8][CH2:9][CH3:10].[C:17](O)(=O)C.S(=O)(=O)(O)O.C=O, predict the reaction product. The product is: [Br:1][C:2]1[CH:15]=[C:14]([F:16])[CH:13]=[C:12]2[C:3]=1[CH2:4][CH2:5][N:6]([C:7]([O:8][CH2:9][CH3:10])=[O:11])[CH2:17]2. (2) The product is: [CH:1]([O:4][C:5]1[CH:6]=[C:7]([CH:13]=[CH:14][CH:15]=1)[CH2:8][OH:9])([CH3:3])[CH3:2]. Given the reactants [CH:1]([O:4][C:5]1[CH:6]=[C:7]([CH:13]=[CH:14][CH:15]=1)[C:8](OCC)=[O:9])([CH3:3])[CH3:2].[H-].[Al+3].[Li+].[H-].[H-].[H-].O, predict the reaction product. (3) Given the reactants [CH2:1]([O:3][C:4](=[O:17])[CH2:5][CH2:6][C:7]([CH3:16])=[CH:8][C:9]1[CH:14]=[CH:13][C:12]([F:15])=[CH:11][CH:10]=1)[CH3:2], predict the reaction product. The product is: [CH2:1]([O:3][C:4](=[O:17])[CH2:5][CH2:6][CH:7]([CH3:16])[CH2:8][C:9]1[CH:10]=[CH:11][C:12]([F:15])=[CH:13][CH:14]=1)[CH3:2].